From a dataset of Catalyst prediction with 721,799 reactions and 888 catalyst types from USPTO. Predict which catalyst facilitates the given reaction. (1) Reactant: F[C:2]1[CH:7]=[C:6](OC)[CH:5]=[CH:4][C:3]=1[C:10](=O)C.O.[NH2:14][NH2:15].C(O)CO. Product: [NH:14]1[C:2]2[C:3](=[CH:4][CH:5]=[CH:6][CH:7]=2)[CH:10]=[N:15]1. The catalyst class is: 40. (2) Reactant: [Cl:1][C:2]1[CH:21]=[CH:20][C:19]([NH:22][CH2:23][CH2:24]Cl)=[CH:18][C:3]=1[C:4]([NH:6][CH2:7][C:8]12[CH2:17][CH:12]3[CH2:13][CH:14]([CH2:16][CH:10]([CH2:11]3)[CH2:9]1)[CH2:15]2)=[O:5].C(N(CC)C(C)C)(C)C.[I-].[Na+].[CH3:37][O:38][CH2:39][CH2:40][NH2:41]. Product: [CH3:37][O:38][CH2:39][CH2:40][NH:41][CH2:24][CH2:23][NH:22][C:19]1[CH:20]=[CH:21][C:2]([Cl:1])=[C:3]([CH:18]=1)[C:4]([NH:6][CH2:7][C:8]12[CH2:15][CH:14]3[CH2:16][CH:10]([CH2:11][CH:12]([CH2:13]3)[CH2:17]1)[CH2:9]2)=[O:5]. The catalyst class is: 8.